This data is from Catalyst prediction with 721,799 reactions and 888 catalyst types from USPTO. The task is: Predict which catalyst facilitates the given reaction. (1) Reactant: [ClH:1].[CH3:2][C:3]1[C:9]([O:10][CH3:11])=[CH:8][CH:7]=[CH:6][C:4]=1[NH2:5].[C:12](O)(=O)[CH2:13][C:14](O)=O.O(Cl)[Cl:20].[P]. Product: [Cl:1][C:14]1[CH:13]=[C:12]([Cl:20])[C:6]2[C:4](=[C:3]([CH3:2])[C:9]([O:10][CH3:11])=[CH:8][CH:7]=2)[N:5]=1. The catalyst class is: 6. (2) Reactant: [OH-].[Na+].CO.C([O:7][C:8]([C:10]1[C:14]([C:15]2[CH:20]=[CH:19][C:18]([O:21][CH3:22])=[CH:17][CH:16]=2)=[CH:13][S:12][C:11]=1[N:23]1[C:31](=[O:32])[C:30]2[C:25](=[CH:26][CH:27]=[CH:28][CH:29]=2)[C:24]1=[O:33])=[O:9])C.Cl. Product: [O:32]=[C:31]1[C:30]2[C:25](=[CH:26][CH:27]=[CH:28][CH:29]=2)[C:24](=[O:33])[N:23]1[C:11]1[S:12][CH:13]=[C:14]([C:15]2[CH:16]=[CH:17][C:18]([O:21][CH3:22])=[CH:19][CH:20]=2)[C:10]=1[C:8]([OH:9])=[O:7]. The catalyst class is: 6. (3) Reactant: [C:1]([O:5][C:6]([N:8]([C:13]1[CH:14]=[C:15]([C:20]2[CH:21]=[C:22]3[C:28](I)=[CH:27][N:26]([C:30]([O:32][C:33]([CH3:36])([CH3:35])[CH3:34])=[O:31])[C:23]3=[N:24][CH:25]=2)[CH:16]=[CH:17][C:18]=1[F:19])[S:9]([CH3:12])(=[O:11])=[O:10])=[O:7])([CH3:4])([CH3:3])[CH3:2].[F:37][C:38]1[CH:39]=[C:40]([CH:58]=[C:59]([F:61])[CH:60]=1)[CH2:41][N:42]1[C:46]([CH3:47])=[C:45](B2OC(C)(C)C(C)(C)O2)[C:44]([CH3:57])=[N:43]1.C(=O)([O-])[O-].[Na+].[Na+]. Product: [C:1]([O:5][C:6]([N:8]([C:13]1[CH:14]=[C:15]([C:20]2[CH:21]=[C:22]3[C:28]([C:45]4[C:44]([CH3:57])=[N:43][N:42]([CH2:41][C:40]5[CH:58]=[C:59]([F:61])[CH:60]=[C:38]([F:37])[CH:39]=5)[C:46]=4[CH3:47])=[CH:27][N:26]([C:30]([O:32][C:33]([CH3:36])([CH3:35])[CH3:34])=[O:31])[C:23]3=[N:24][CH:25]=2)[CH:16]=[CH:17][C:18]=1[F:19])[S:9]([CH3:12])(=[O:11])=[O:10])=[O:7])([CH3:4])([CH3:3])[CH3:2]. The catalyst class is: 600. (4) Reactant: C[O:2][C:3](=[O:30])[C:4]1[CH:9]=[CH:8][C:7]([O:10][CH2:11][CH:12]([C:18]2[CH:27]=[C:26]3[C:21]([C:22]([CH3:29])([CH3:28])[CH2:23][CH2:24][O:25]3)=[CH:20][CH:19]=2)[CH2:13][CH2:14][CH2:15][CH2:16][CH3:17])=[CH:6][CH:5]=1.[OH-].[K+].C1COCC1.Cl. Product: [CH3:28][C:22]1([CH3:29])[C:21]2[C:26](=[CH:27][C:18]([CH:12]([CH2:13][CH2:14][CH2:15][CH2:16][CH3:17])[CH2:11][O:10][C:7]3[CH:6]=[CH:5][C:4]([C:3]([OH:30])=[O:2])=[CH:9][CH:8]=3)=[CH:19][CH:20]=2)[O:25][CH2:24][CH2:23]1. The catalyst class is: 40. (5) Reactant: [Cl:1][C:2]1[N:7]=[C:6]([N:8]2[CH2:17][CH2:16][C:15]3[C:10](=[CH:11][CH:12]=[CH:13][CH:14]=3)[CH2:9]2)[C:5]([N+:18]([O-])=O)=[CH:4][CH:3]=1.[CH3:21][C:22]([Mg]Br)=[CH:23][CH3:24].[Cl-].[NH4+]. Product: [Cl:1][C:2]1[CH:3]=[C:4]2[C:23]([CH3:24])=[C:22]([CH3:21])[NH:18][C:5]2=[C:6]([N:8]2[CH2:17][CH2:16][C:15]3[C:10](=[CH:11][CH:12]=[CH:13][CH:14]=3)[CH2:9]2)[N:7]=1. The catalyst class is: 7. (6) Reactant: [CH2:1]([NH2:4])[C:2]#[CH:3].[CH3:5][C:6]([O:9][C:10](O[C:10]([O:9][C:6]([CH3:8])([CH3:7])[CH3:5])=[O:11])=[O:11])([CH3:8])[CH3:7]. Product: [CH2:1]([NH:4][C:10](=[O:11])[O:9][C:6]([CH3:8])([CH3:7])[CH3:5])[C:2]#[CH:3]. The catalyst class is: 2. (7) Reactant: [Cl:1][C:2]1[C:11](=O)[C:10]2[C:5](=[CH:6][CH:7]=[C:8]([O:13][CH3:14])[N:9]=2)[NH:4][CH:3]=1.P(Br)(Br)[Br:16].O.C(=O)([O-])[O-].[K+].[K+]. Product: [Br:16][C:11]1[C:2]([Cl:1])=[CH:3][N:4]=[C:5]2[C:10]=1[N:9]=[C:8]([O:13][CH3:14])[CH:7]=[CH:6]2. The catalyst class is: 9. (8) Reactant: [Cl:1][C:2]1[N:6]2[C:7]3[CH:28]=[CH:27][C:26]([Cl:29])=[CH:25][C:8]=3[CH:9]([C:15]3[CH:20]=[CH:19][CH:18]=[C:17]([O:21][CH3:22])[C:16]=3[O:23][CH3:24])[O:10][CH:11]([CH2:12][CH2:13][OH:14])[C:5]2=[N:4][C:3]=1[Cl:30].C(N(CC)CC)C.[CH3:38][S:39](Cl)(=[O:41])=[O:40].C(=O)([O-])O.[Na+]. Product: [CH3:38][S:39]([O:14][CH2:13][CH2:12][CH:11]1[O:10][CH:9]([C:15]2[CH:20]=[CH:19][CH:18]=[C:17]([O:21][CH3:22])[C:16]=2[O:23][CH3:24])[C:8]2[CH:25]=[C:26]([Cl:29])[CH:27]=[CH:28][C:7]=2[N:6]2[C:2]([Cl:1])=[C:3]([Cl:30])[N:4]=[C:5]12)(=[O:41])=[O:40]. The catalyst class is: 4. (9) Reactant: [Cl:1][C:2]1[C:3]([O:26][CH3:27])=[C:4]([O:24][CH3:25])[C:5](O)=[C:6]([C:8](=[O:22])[CH2:9][C:10]([C:12]2[CH:17]=[CH:16][C:15]([O:18][CH3:19])=[C:14]([O:20][CH3:21])[CH:13]=2)=[O:11])[CH:7]=1.C([O-])(=O)C.[Na+]. Product: [Cl:1][C:2]1[CH:7]=[C:6]2[C:5](=[C:4]([O:24][CH3:25])[C:3]=1[O:26][CH3:27])[O:11][C:10]([C:12]1[CH:17]=[CH:16][C:15]([O:18][CH3:19])=[C:14]([O:20][CH3:21])[CH:13]=1)=[CH:9][C:8]2=[O:22]. The catalyst class is: 15. (10) Reactant: C(OC([N:8]1[CH2:12][CH2:11][C:10]([C:15]2[CH:20]=[C:19]([F:21])[CH:18]=[C:17]([Cl:22])[CH:16]=2)([O:13][CH3:14])[CH2:9]1)=O)(C)(C)C.FC(F)(F)C(O)=O. Product: [Cl:22][C:17]1[CH:16]=[C:15]([C:10]2([O:13][CH3:14])[CH2:11][CH2:12][NH:8][CH2:9]2)[CH:20]=[C:19]([F:21])[CH:18]=1. The catalyst class is: 4.